Dataset: Forward reaction prediction with 1.9M reactions from USPTO patents (1976-2016). Task: Predict the product of the given reaction. (1) Given the reactants C(O[C:4]([C:6]1[C:7](=[O:25])[C@@:8]([CH2:17][C:18]2[CH:23]=[CH:22][C:21]([F:24])=[CH:20][CH:19]=2)([CH3:16])[N:9]2[C:13]([C:14]=1[OH:15])=[CH:12][CH:11]=[CH:10]2)=O)C.[NH2:26][C:27]1[CH:32]=[CH:31][C:30]([NH:33][S:34]([CH3:37])(=[O:36])=[O:35])=[CH:29][C:28]=1[S:38]([NH2:41])(=[O:40])=[O:39].N12CCCN=C1CCCCC2, predict the reaction product. The product is: [F:24][C:21]1[CH:22]=[CH:23][C:18]([CH2:17][C@@:8]2([CH3:16])[C:7](=[O:25])[C:6]([C:4]3[NH:26][C:27]4[CH:32]=[CH:31][C:30]([NH:33][S:34]([CH3:37])(=[O:35])=[O:36])=[CH:29][C:28]=4[S:38](=[O:40])(=[O:39])[N:41]=3)=[C:14]([OH:15])[C:13]3[N:9]2[CH:10]=[CH:11][CH:12]=3)=[CH:19][CH:20]=1. (2) Given the reactants [N+:1]([C:4]1[CH:13]=[CH:12][CH:11]=[C:10]2[C:5]=1[CH:6]=[CH:7][C:8](Cl)=[N:9]2)([O-])=O.[CH3:15][CH:16]1[CH2:20][C:19]2[CH:21]=[CH:22][CH:23]=[C:24]([NH2:25])[C:18]=2[O:17]1, predict the reaction product. The product is: [CH3:15][CH:16]1[CH2:20][C:19]2[CH:21]=[CH:22][CH:23]=[C:24]([NH:25][C:8]3[CH:7]=[CH:6][C:5]4[C:4]([NH2:1])=[CH:13][CH:12]=[CH:11][C:10]=4[N:9]=3)[C:18]=2[O:17]1. (3) Given the reactants [CH3:1][C:2]1[CH:11]=[N:10][C:5]2[O:6][CH2:7][CH2:8][NH:9][C:4]=2[CH:3]=1.[Br:12][C:13]1[CH:14]=[C:15]([CH:19]=[C:20]([Br:24])[C:21]=1[O:22][CH3:23])[C:16](Cl)=[O:17].C(N(CC)CC)C.Cl, predict the reaction product. The product is: [Br:12][C:13]1[CH:14]=[C:15]([C:16]([N:9]2[CH2:8][CH2:7][O:6][C:5]3[N:10]=[CH:11][C:2]([CH3:1])=[CH:3][C:4]2=3)=[O:17])[CH:19]=[C:20]([Br:24])[C:21]=1[O:22][CH3:23]. (4) Given the reactants [F:1][C:2]1[CH:23]=[CH:22][C:5]([CH2:6][CH:7]([CH:13]([C:15]2[CH:20]=[CH:19][C:18]([F:21])=[CH:17][CH:16]=2)[OH:14])[C:8]([O:10]CC)=[O:9])=[CH:4][CH:3]=1.[OH-].[Na+].Cl, predict the reaction product. The product is: [F:21][C:18]1[CH:19]=[CH:20][C:15]([CH:13]([OH:14])[CH:7]([CH2:6][C:5]2[CH:4]=[CH:3][C:2]([F:1])=[CH:23][CH:22]=2)[C:8]([OH:10])=[O:9])=[CH:16][CH:17]=1. (5) Given the reactants [NH2:1][C:2]1[CH:3]=[CH:4][C:5]([F:22])=[C:6]([C@:8]2([CH3:21])[C@@H:13]([O:14][CH2:15][C:16]([F:19])([F:18])[F:17])[CH2:12][O:11][C:10]([NH2:20])=[N:9]2)[CH:7]=1.[C:23]([C:25]1[CH:26]=[CH:27][C:28]([C:31](O)=[O:32])=[N:29][CH:30]=1)#[N:24], predict the reaction product. The product is: [NH2:20][C:10]1[O:11][CH2:12][C@H:13]([O:14][CH2:15][C:16]([F:18])([F:19])[F:17])[C@:8]([C:6]2[CH:7]=[C:2]([NH:1][C:31]([C:28]3[CH:27]=[CH:26][C:25]([C:23]#[N:24])=[CH:30][N:29]=3)=[O:32])[CH:3]=[CH:4][C:5]=2[F:22])([CH3:21])[N:9]=1.